Task: Predict the product of the given reaction.. Dataset: Forward reaction prediction with 1.9M reactions from USPTO patents (1976-2016) (1) Given the reactants [C:1]([NH2:4])(=[O:3])[CH3:2].O.C1(C)C=CC(S(O)(=O)=O)=CC=1.[Cl:17][C:18]1[CH:23]=[CH:22][C:21]([CH:24]2[CH2:27][CH2:26][C:25]2=O)=[CH:20][CH:19]=1.O, predict the reaction product. The product is: [Cl:17][C:18]1[CH:23]=[CH:22][C:21]([C:24]2[CH2:27][CH2:26][C:25]=2[NH:4][C:1](=[O:3])[CH3:2])=[CH:20][CH:19]=1. (2) Given the reactants C1C=CC(P(C2C=CC=CC=2)C2C=CC=CC=2)=CC=1.CC(OC(/N=N/C(OC(C)C)=O)=O)C.[C:34]1([CH2:40][CH2:41][CH2:42]O)[CH:39]=[CH:38][CH:37]=[CH:36][CH:35]=1.[C:44]1(=[O:50])[NH:48][C:47](=[O:49])[CH:46]=[CH:45]1, predict the reaction product. The product is: [C:34]1([CH2:40][CH2:41][CH2:42][N:48]2[C:44](=[O:50])[CH:45]=[CH:46][C:47]2=[O:49])[CH:35]=[CH:36][CH:37]=[CH:38][CH:39]=1. (3) Given the reactants [NH2:1][C:2]1[S:3][CH:4]=[C:5]([CH2:7][C:8]([O:10][CH2:11][CH3:12])=[O:9])[N:6]=1.[Cl:13][C:14]1[CH:19]=[C:18]([CH3:20])[C:17]([S:21](Cl)(=[O:23])=[O:22])=[C:16]([CH3:25])[CH:15]=1, predict the reaction product. The product is: [Cl:13][C:14]1[CH:15]=[C:16]([CH3:25])[C:17]([S:21]([NH:1][C:2]2[S:3][CH:4]=[C:5]([CH2:7][C:8]([O:10][CH2:11][CH3:12])=[O:9])[N:6]=2)(=[O:23])=[O:22])=[C:18]([CH3:20])[CH:19]=1. (4) Given the reactants Cl.[NH2:2][C@@H:3]1[CH2:8][CH2:7][CH2:6][CH2:5][C@H:4]1[OH:9].[H-].[Na+].Br[CH2:13][C:14]([O:16][CH2:17][CH3:18])=[O:15], predict the reaction product. The product is: [NH2:2][C@@H:3]1[CH2:8][CH2:7][CH2:6][CH2:5][C@H:4]1[O:9][CH2:13][C:14]([O:16][CH2:17][CH3:18])=[O:15].